Dataset: Catalyst prediction with 721,799 reactions and 888 catalyst types from USPTO. Task: Predict which catalyst facilitates the given reaction. (1) Reactant: [N:1]1[C:10]2[C:5](=[CH:6][C:7]([O:11][C:12]3[CH:13]=[C:14]([CH:16]=[CH:17][CH:18]=3)[NH2:15])=[CH:8][CH:9]=2)[N:4]=[CH:3][CH:2]=1.[CH2:19]([S:22](Cl)(=[O:24])=[O:23])[CH2:20][CH3:21]. Product: [CH2:19]([S:22]([N:15]([C:14]1[CH:16]=[CH:17][CH:18]=[C:12]([O:11][C:7]2[CH:6]=[C:5]3[C:10](=[CH:9][CH:8]=2)[N:1]=[CH:2][CH:3]=[N:4]3)[CH:13]=1)[S:22]([CH2:19][CH2:20][CH3:21])(=[O:24])=[O:23])(=[O:24])=[O:23])[CH2:20][CH3:21]. The catalyst class is: 2. (2) Reactant: C([NH:5][S:6]([CH2:9][CH2:10][CH2:11][CH2:12][O:13][C:14](=[O:16])[CH3:15])(=[O:8])=[O:7])(C)(C)C. Product: [C:14]([O:13][CH2:12][CH2:11][CH2:10][CH2:9][S:6]([NH2:5])(=[O:7])=[O:8])(=[O:16])[CH3:15]. The catalyst class is: 55. (3) Reactant: [N:1]1([C:11]([O:13][C:14]([CH3:17])([CH3:16])[CH3:15])=[O:12])[CH2:6][CH2:5][CH:4]([C:7]([O:9]C)=[O:8])[CH2:3][CH2:2]1.[Li+].[OH-].CO.O. Product: [C:14]([O:13][C:11]([N:1]1[CH2:6][CH2:5][CH:4]([C:7]([OH:9])=[O:8])[CH2:3][CH2:2]1)=[O:12])([CH3:17])([CH3:15])[CH3:16]. The catalyst class is: 1. (4) Reactant: [Br:1][C:2]1[CH:9]=[CH:8][C:5]([CH:6]=[O:7])=[C:4]([OH:10])[CH:3]=1.[OH-].[Na+].[CH2:13](Br)[C:14]#[CH:15].C1(C)C=CC=CC=1. Product: [Br:1][C:2]1[CH:9]=[CH:8][C:5]([CH:6]=[O:7])=[C:4]([O:10][CH2:15][C:14]#[CH:13])[CH:3]=1. The catalyst class is: 5. (5) The catalyst class is: 1. Product: [Cl:1][C:2]1[CH:7]=[CH:6][C:5]([S:8]([NH:12][C@H:13]([C@@H:16]([OH:18])[CH3:17])[CH2:14][OH:15])(=[O:10])=[O:9])=[CH:4][CH:3]=1. Reactant: [Cl:1][C:2]1[CH:7]=[CH:6][C:5]([S:8](Cl)(=[O:10])=[O:9])=[CH:4][CH:3]=1.[NH2:12][C@H:13]([C@@H:16]([OH:18])[CH3:17])[CH2:14][OH:15].C(=O)([O-])[O-].[K+].[K+]. (6) Reactant: Br[C:2]1[C:10]2[C:9]([O:11][C@H:12]([CH2:18][C:19]3[CH:24]=[CH:23][CH:22]=[CH:21][C:20]=3[O:25][CH3:26])[C:13]([O:15][CH2:16][CH3:17])=[O:14])=[N:8][CH:7]=[N:6][C:5]=2[S:4][C:3]=1[C:27]1[O:28][CH:29]=[CH:30][CH:31]=1.[Cl:32][C:33]1[C:49]([CH2:50][CH3:51])=[C:48](B2OC(C)(C)C(C)(C)O2)[CH:47]=[CH:46][C:34]=1[O:35][Si:36]([CH:43]([CH3:45])[CH3:44])([CH:40]([CH3:42])[CH3:41])[CH:37]([CH3:39])[CH3:38].C([O-])([O-])=O.[Cs+].[Cs+].Cl. Product: [Cl:32][C:33]1[C:49]([CH2:50][CH3:51])=[C:48]([C:2]2[C:10]3[C:9]([O:11][C@H:12]([CH2:18][C:19]4[CH:24]=[CH:23][CH:22]=[CH:21][C:20]=4[O:25][CH3:26])[C:13]([O:15][CH2:16][CH3:17])=[O:14])=[N:8][CH:7]=[N:6][C:5]=3[S:4][C:3]=2[C:27]2[O:28][CH:29]=[CH:30][CH:31]=2)[CH:47]=[CH:46][C:34]=1[O:35][Si:36]([CH:43]([CH3:45])[CH3:44])([CH:40]([CH3:42])[CH3:41])[CH:37]([CH3:38])[CH3:39]. The catalyst class is: 38.